This data is from Reaction yield outcomes from USPTO patents with 853,638 reactions. The task is: Predict the reaction yield, written as a fraction of the theoretical maximum amount of product (1.0 means a 100% yield; for example, 0.34 means a 34% yield). (1) The reactants are C([O:3][C:4](=O)[CH2:5][N:6]([CH2:16][C:17]1[C:18]([NH2:24])=[N:19][CH:20]=[C:21]([Br:23])[CH:22]=1)[CH2:7][C:8]1[CH:13]=[CH:12][C:11]([O:14][CH3:15])=[CH:10][CH:9]=1)C.[H-].[Na+]. The catalyst is CS(C)=O.O. The product is [Br:23][C:21]1[CH:20]=[N:19][C:18]2[NH:24][C:4](=[O:3])[CH2:5][N:6]([CH2:7][C:8]3[CH:13]=[CH:12][C:11]([O:14][CH3:15])=[CH:10][CH:9]=3)[CH2:16][C:17]=2[CH:22]=1. The yield is 0.620. (2) The reactants are [CH3:1][CH:2]([S:11][C:12]#[N:13])[C:3](=O)[C:4]1[CH:9]=[CH:8][CH:7]=[CH:6][CH:5]=1.O.[BrH:15].C(O)(=O)C. No catalyst specified. The product is [Br:15][C:12]1[S:11][C:2]([CH3:1])=[C:3]([C:4]2[CH:9]=[CH:8][CH:7]=[CH:6][CH:5]=2)[N:13]=1. The yield is 0.731. (3) The reactants are [Br:1][C:2]1[C:12](C)=[CH:11]C(OCC(C)=O)=[C:4]([CH2:14][C:15]2[CH:20]=[CH:19][C:18]([CH:21]([CH3:23])[CH3:22])=[CH:17][CH:16]=2)[C:3]=1[CH3:24].[CH3:25]O.[CH2:27]1[CH2:31][O:30][CH2:29][CH2:28]1. No catalyst specified. The product is [Br:1][C:2]1[C:3]([CH3:24])=[C:4]([CH2:14][C:15]2[CH:20]=[CH:19][C:18]([CH:21]([CH3:23])[CH3:22])=[CH:17][CH:16]=2)[C:31]2[O:30][CH:29]=[C:28]([CH3:25])[C:27]=2[C:12]=1[CH3:11]. The yield is 0.840. (4) The reactants are Br[C:2]1[C:3]([NH:10][C:11](=[O:16])[C:12]([CH3:15])([CH3:14])[CH3:13])=[N:4][C:5]([O:8][CH3:9])=[CH:6][CH:7]=1.[C:17]([O:21][CH2:22][CH2:23][CH2:24][CH3:25])(=[O:20])[CH:18]=[CH2:19].C1(C(N)C2CCCCC2)CCCCC1. The catalyst is C(Cl)Cl.C1C=CC(/C=C/C(/C=C/C2C=CC=CC=2)=O)=CC=1.C1C=CC(/C=C/C(/C=C/C2C=CC=CC=2)=O)=CC=1.[Pd]. The product is [CH3:13][C:12]([CH3:15])([CH3:14])[C:11]([NH:10][C:3]1[C:2](/[CH:19]=[CH:18]/[C:17]([O:21][CH2:22][CH2:23][CH2:24][CH3:25])=[O:20])=[CH:7][CH:6]=[C:5]([O:8][CH3:9])[N:4]=1)=[O:16]. The yield is 0.950. (5) The reactants are [NH2:1][C:2]1[C:3]([F:31])=[C:4]([C:8]2[N:9]=[C:10]([C:20]([NH:23][C:24](=[O:30])[O:25][C:26]([CH3:29])([CH3:28])[CH3:27])([CH3:22])[CH3:21])[S:11][C:12]=2[C:13]2[CH:18]=[CH:17][N:16]=[C:15]([Cl:19])[N:14]=2)[CH:5]=[CH:6][CH:7]=1.[O:32]1[CH:36]=[CH:35][C:34]([S:37](Cl)(=[O:39])=[O:38])=[CH:33]1. The catalyst is N1C=CC=CC=1. The product is [Cl:19][C:15]1[N:14]=[C:13]([C:12]2[S:11][C:10]([C:20]([NH:23][C:24](=[O:30])[O:25][C:26]([CH3:29])([CH3:28])[CH3:27])([CH3:22])[CH3:21])=[N:9][C:8]=2[C:4]2[CH:5]=[CH:6][CH:7]=[C:2]([NH:1][S:37]([C:34]3[CH:35]=[CH:36][O:32][CH:33]=3)(=[O:39])=[O:38])[C:3]=2[F:31])[CH:18]=[CH:17][N:16]=1. The yield is 0.900. (6) The reactants are [CH3:1][C:2]1([CH3:28])[O:6][C@H:5]2[C@H:7]([N:12]3[C:16]4[N:17]=[CH:18][N:19]=[C:20]([S:21][C:22]5[CH:27]=[CH:26][CH:25]=[CH:24][CH:23]=5)[C:15]=4[CH:14]=[CH:13]3)[CH2:8][C@@H:9]([CH2:10][OH:11])[C@H:4]2[O:3]1.N1C=CC=CC=1.Cl[S:36]([NH2:39])(=[O:38])=[O:37].C(C#N)(C)=O. The catalyst is C(Cl)Cl. The product is [S:36](=[O:38])(=[O:37])([O:11][CH2:10][C@@H:9]1[C@@H:4]2[C@@H:5]([O:6][C:2]([CH3:28])([CH3:1])[O:3]2)[C@H:7]([N:12]2[C:16]3[N:17]=[CH:18][N:19]=[C:20]([S:21][C:22]4[CH:27]=[CH:26][CH:25]=[CH:24][CH:23]=4)[C:15]=3[CH:14]=[CH:13]2)[CH2:8]1)[NH2:39]. The yield is 0.340. (7) The reactants are CC(C)=O.[F:5][C:6]1[CH:11]=[CH:10][CH:9]=[C:8]([F:12])[C:7]=1[N:13]1[C:18]2[N:19]=[C:20]([NH:38][CH2:39][C:40]3[NH:41][CH:42]=[CH:43][N:44]=3)[N:21]=[C:22]([C:23]3[CH:24]=[C:25]([CH:34]=[CH:35][C:36]=3[CH3:37])[C:26]([NH:28][C:29]3[S:30][CH:31]=[CH:32][N:33]=3)=[O:27])[C:17]=2[CH:16]=[CH:15][C:14]1=[O:45].[CH2:46]([S:48]([OH:51])(=[O:50])=[O:49])[CH3:47]. The catalyst is C1COCC1. The product is [CH2:46]([S:48]([OH:51])(=[O:50])=[O:49])[CH3:47].[F:5][C:6]1[CH:11]=[CH:10][CH:9]=[C:8]([F:12])[C:7]=1[N:13]1[C:18]2[N:19]=[C:20]([NH:38][CH2:39][C:40]3[NH:44][CH:43]=[CH:42][N:41]=3)[N:21]=[C:22]([C:23]3[CH:24]=[C:25]([CH:34]=[CH:35][C:36]=3[CH3:37])[C:26]([NH:28][C:29]3[S:30][CH:31]=[CH:32][N:33]=3)=[O:27])[C:17]=2[CH:16]=[CH:15][C:14]1=[O:45]. The yield is 0.706.